This data is from Full USPTO retrosynthesis dataset with 1.9M reactions from patents (1976-2016). The task is: Predict the reactants needed to synthesize the given product. (1) Given the product [NH2:1][C:2]1[C:7]([CH:8]=[O:9])=[C:6]([F:10])[C:5]([Br:11])=[CH:4][CH:3]=1, predict the reactants needed to synthesize it. The reactants are: [NH2:1][C:2]1[C:7]([CH2:8][OH:9])=[C:6]([F:10])[C:5]([Br:11])=[CH:4][CH:3]=1. (2) Given the product [F:44][C:41]1[CH:42]=[CH:43][C:38]([CH:30]([C:31]2[CH:32]=[CH:33][C:34]([F:37])=[CH:35][CH:36]=2)[CH2:29][CH2:28][CH2:27][CH2:26][CH2:25][N:7]2[CH2:8][CH2:9][N:10]([CH2:12][C:13]3[CH:18]=[C:17]([O:19][CH3:20])[C:16]([O:21][CH3:22])=[C:15]([O:23][CH3:24])[CH:14]=3)[CH2:11][CH:6]2[C:4]([OH:5])=[O:3])=[CH:39][CH:40]=1, predict the reactants needed to synthesize it. The reactants are: C([O:3][C:4]([CH:6]1[CH2:11][N:10]([CH2:12][C:13]2[CH:18]=[C:17]([O:19][CH3:20])[C:16]([O:21][CH3:22])=[C:15]([O:23][CH3:24])[CH:14]=2)[CH2:9][CH2:8][N:7]1[CH2:25][CH2:26][CH2:27][CH2:28][CH2:29][CH:30]([C:38]1[CH:43]=[CH:42][C:41]([F:44])=[CH:40][CH:39]=1)[C:31]1[CH:36]=[CH:35][C:34]([F:37])=[CH:33][CH:32]=1)=[O:5])C.[Li+].[OH-].